From a dataset of Reaction yield outcomes from USPTO patents with 853,638 reactions. Predict the reaction yield, written as a fraction of the theoretical maximum amount of product (1.0 means a 100% yield; for example, 0.34 means a 34% yield). (1) The product is [CH3:1][O:2][C:3](=[O:77])/[CH:4]=[CH:5]\[CH:6]=[CH:7]\[C@@H:8]([CH3:76])[C@@H:9]([O:68][Si:69]([C:72]([CH3:75])([CH3:74])[CH3:73])([CH3:70])[CH3:71])[CH2:10][C@H:11]([O:60][Si:61]([C:64]([CH3:67])([CH3:66])[CH3:65])([CH3:62])[CH3:63])/[CH:12]=[CH:13]\[C@H:14]([CH3:59])[C@H:15]([O:51][Si:52]([C:55]([CH3:56])([CH3:57])[CH3:58])([CH3:54])[CH3:53])[C@@H:16]([CH3:50])[CH2:17][C@@H:18]([CH3:49])[CH2:19][CH2:20][C@@H:21]([O:41][Si:42]([C:45]([CH3:46])([CH3:47])[CH3:48])([CH3:43])[CH3:44])[C@H:22]([CH3:40])[C@@H:23]([OH:30])[C@@H:24]([CH3:29])/[CH:25]=[CH:26]\[CH:27]=[CH2:28]. The reactants are [CH3:1][O:2][C:3](=[O:77])/[CH:4]=[CH:5]\[CH:6]=[CH:7]\[C@@H:8]([CH3:76])[C@@H:9]([O:68][Si:69]([C:72]([CH3:75])([CH3:74])[CH3:73])([CH3:71])[CH3:70])[CH2:10][C@H:11]([O:60][Si:61]([C:64]([CH3:67])([CH3:66])[CH3:65])([CH3:63])[CH3:62])/[CH:12]=[CH:13]\[C@H:14]([CH3:59])[C@H:15]([O:51][Si:52]([C:55]([CH3:58])([CH3:57])[CH3:56])([CH3:54])[CH3:53])[C@@H:16]([CH3:50])[CH2:17][C@@H:18]([CH3:49])[CH2:19][CH2:20][C@@H:21]([O:41][Si:42]([C:45]([CH3:48])([CH3:47])[CH3:46])([CH3:44])[CH3:43])[C@H:22]([CH3:40])[C@@H:23]([O:30]CC1C=CC(OC)=CC=1)[C@@H:24]([CH3:29])/[CH:25]=[CH:26]\[CH:27]=[CH2:28].C(Cl)Cl.C(C1C(=O)C(Cl)=C(Cl)C(=O)C=1C#N)#N. The yield is 0.880. The catalyst is O. (2) The reactants are Cl.[F:2][C:3]1([F:13])[CH2:7][NH:6][C@@H:5]([CH2:8][CH2:9][C:10]([OH:12])=[O:11])[CH2:4]1.[Br:14][C:15]1[CH:20]=[C:19]([F:21])[CH:18]=[CH:17][C:16]=1[C@H:22]1[C:27]([C:28]([O:30][CH3:31])=[O:29])=[C:26]([CH2:32]Br)[NH:25][C:24]([C:34]2[S:35][CH:36]=[CH:37][N:38]=2)=[N:23]1.C(=O)([O-])[O-].[K+].[K+]. The catalyst is C(O)C. The product is [Br:14][C:15]1[CH:20]=[C:19]([F:21])[CH:18]=[CH:17][C:16]=1[C@@H:22]1[N:23]=[C:24]([C:34]2[S:35][CH:36]=[CH:37][N:38]=2)[NH:25][C:26]([CH2:32][N:6]2[CH2:7][C:3]([F:2])([F:13])[CH2:4][C@@H:5]2[CH2:8][CH2:9][C:10]([OH:12])=[O:11])=[C:27]1[C:28]([O:30][CH3:31])=[O:29]. The yield is 0.490.